Dataset: Forward reaction prediction with 1.9M reactions from USPTO patents (1976-2016). Task: Predict the product of the given reaction. (1) Given the reactants C[CH:2]([CH3:17])[CH2:3][CH2:4][NH:5][C:6]1[CH:13]=[CH:12][C:9]([C:10]#[N:11])=[CH:8][C:7]=1[N+:14]([O-:16])=[O:15].NCCCC[CH2:23][CH2:24][OH:25], predict the reaction product. The product is: [OH:25][CH2:24][CH2:23][CH2:17][CH2:2][CH2:3][CH2:4][NH:5][C:6]1[CH:13]=[CH:12][C:9]([C:10]#[N:11])=[CH:8][C:7]=1[N+:14]([O-:16])=[O:15]. (2) Given the reactants [BH4-].[Li+].C([O:6][CH2:7][CH2:8][C:9]1[CH:14]=[CH:13][C:12]([O:15][CH2:16][O:17][CH2:18][CH2:19][O:20][CH3:21])=[C:11]([O:22][CH3:23])[CH:10]=1)(=O)C.[Cl-].[NH4+], predict the reaction product. The product is: [CH3:23][O:22][C:11]1[CH:10]=[C:9]([CH2:8][CH2:7][OH:6])[CH:14]=[CH:13][C:12]=1[O:15][CH2:16][O:17][CH2:18][CH2:19][O:20][CH3:21]. (3) Given the reactants C(OC([N:8]1[CH2:13][CH2:12][CH:11]([CH2:14][CH2:15][O:16][C:17]2[C:22]([C:23](=[O:32])[NH:24][CH2:25][C:26]3[CH:31]=[CH:30][CH:29]=[CH:28][CH:27]=3)=[C:21]([NH:33][CH2:34][CH:35]3[CH2:42][CH2:41][C:38]4([CH2:40][CH2:39]4)[CH2:37][CH2:36]3)[N:20]=[C:19]([C:43]#[N:44])[N:18]=2)[CH2:10][CH2:9]1)=O)(C)(C)C.C(O)(C(F)(F)F)=O, predict the reaction product. The product is: [CH2:25]([NH:24][C:23]([C:22]1[C:17]([O:16][CH2:15][CH2:14][CH:11]2[CH2:12][CH2:13][NH:8][CH2:9][CH2:10]2)=[N:18][C:19]([C:43]#[N:44])=[N:20][C:21]=1[NH:33][CH2:34][CH:35]1[CH2:36][CH2:37][C:38]2([CH2:39][CH2:40]2)[CH2:41][CH2:42]1)=[O:32])[C:26]1[CH:31]=[CH:30][CH:29]=[CH:28][CH:27]=1. (4) Given the reactants Cl[C:2]1[N:7]=[C:6]2[C:8]([CH:11]([CH3:13])[CH3:12])=[CH:9][NH:10][C:5]2=[CH:4][CH:3]=1.[F:14][C:15]([F:26])([F:25])[C:16]1[CH:21]=[CH:20][C:19](B(O)O)=[CH:18][CH:17]=1.C(=O)([O-])[O-].[Na+].[Na+], predict the reaction product. The product is: [CH:11]([C:8]1[C:6]2=[N:7][C:2]([C:19]3[CH:20]=[CH:21][C:16]([C:15]([F:26])([F:25])[F:14])=[CH:17][CH:18]=3)=[CH:3][CH:4]=[C:5]2[NH:10][CH:9]=1)([CH3:13])[CH3:12]. (5) Given the reactants [F:1][C:2]1[CH:3]=[C:4]([CH:29]=[C:30]([N:32]2[CH2:37][CH2:36][CH2:35][CH2:34][CH2:33]2)[CH:31]=1)[C:5]([NH:7][C:8]1[C:17]2[C:12](=[CH:13][CH:14]=[CH:15][CH:16]=2)[C:11]([O:18][C:19]2[CH:24]=[CH:23][N:22]=[C:21](S(C)(=O)=O)[N:20]=2)=[CH:10][CH:9]=1)=[O:6].[CH2:38]([O:40][C:41]([N:43]1[CH2:48][CH2:47][CH:46]([NH2:49])[CH2:45][CH2:44]1)=[O:42])[CH3:39], predict the reaction product. The product is: [CH2:38]([O:40][C:41]([N:43]1[CH2:44][CH2:45][CH:46]([NH:49][C:21]2[N:20]=[C:19]([O:18][C:11]3[C:12]4[C:17](=[CH:16][CH:15]=[CH:14][CH:13]=4)[C:8]([NH:7][C:5](=[O:6])[C:4]4[CH:29]=[C:30]([N:32]5[CH2:37][CH2:36][CH2:35][CH2:34][CH2:33]5)[CH:31]=[C:2]([F:1])[CH:3]=4)=[CH:9][CH:10]=3)[CH:24]=[CH:23][N:22]=2)[CH2:47][CH2:48]1)=[O:42])[CH3:39]. (6) Given the reactants BrC1C(N2CCN(C(NC3C=CC=CC=3)=O)CC2)=C2N=C(C3C=CC(N(C)C)=CC=3)NC2=NC=1.[Br:35][C:36]1[C:37]([N:46]2[CH2:51][CH2:50][N:49]([CH2:52][C:53]3[CH:54]=[N:55][CH:56]=[CH:57][CH:58]=3)[CH2:48][CH2:47]2)=[C:38]([N+:43]([O-])=O)[C:39]([NH2:42])=[N:40][CH:41]=1.[O-]S(S([O-])=O)=O.[Na+].[Na+].[CH3:67][N:68]1[C:72]([CH3:73])=[C:71]([CH:74]=O)[C:70]([CH3:76])=[N:69]1, predict the reaction product. The product is: [Br:35][C:36]1[C:37]([N:46]2[CH2:51][CH2:50][N:49]([CH2:52][C:53]3[CH:54]=[N:55][CH:56]=[CH:57][CH:58]=3)[CH2:48][CH2:47]2)=[C:38]2[N:43]=[C:74]([C:71]3[C:70]([CH3:76])=[N:69][N:68]([CH3:67])[C:72]=3[CH3:73])[NH:42][C:39]2=[N:40][CH:41]=1. (7) Given the reactants [NH2:1][C:2]1[CH:7]=[CH:6][C:5]([C:8]2[CH:9]=[C:10]([O:15][CH2:16][C:17]3[C:22]([Cl:23])=[CH:21][CH:20]=[CH:19][C:18]=3[Cl:24])[C:11]([NH2:14])=[N:12][CH:13]=2)=[CH:4][CH:3]=1.N1C=CC=CC=1.[C:31](OC(=O)C)(=[O:33])[CH3:32], predict the reaction product. The product is: [NH2:14][C:11]1[N:12]=[CH:13][C:8]([C:5]2[CH:6]=[CH:7][C:2]([NH:1][C:31](=[O:33])[CH3:32])=[CH:3][CH:4]=2)=[CH:9][C:10]=1[O:15][CH2:16][C:17]1[C:22]([Cl:23])=[CH:21][CH:20]=[CH:19][C:18]=1[Cl:24]. (8) Given the reactants C[Si](C)(C)[O-].[K+].[CH2:7]([C:10]1([S:13]([N:16]2[C:20]3[C:21]4[O:25][CH:24]=[CH:23][C:22]=4[C:26]([F:29])=[C:27]([F:28])[C:19]=3[N:18]([C:30]3[CH:35]=[CH:34][C:33]([I:36])=[CH:32][C:31]=3[F:37])C2=O)(=[O:15])=[O:14])[CH2:12][CH2:11]1)[CH:8]=[CH2:9].C(OCC)(=O)C, predict the reaction product. The product is: [CH2:7]([C:10]1([S:13]([NH:16][C:20]2[C:21]3[O:25][CH:24]=[CH:23][C:22]=3[C:26]([F:29])=[C:27]([F:28])[C:19]=2[NH:18][C:30]2[CH:35]=[CH:34][C:33]([I:36])=[CH:32][C:31]=2[F:37])(=[O:15])=[O:14])[CH2:12][CH2:11]1)[CH:8]=[CH2:9]. (9) Given the reactants C[O:2][C:3]([C:5]1[S:9][C:8]([N:10]2[C:14]3[CH:15]=[C:16]([O:21][CH3:22])[C:17]([O:19][CH3:20])=[CH:18][C:13]=3[N:12]=[CH:11]2)=[N:7][C:6]=1Br)=[O:4].[CH3:24][O:25][C:26]1[CH:27]=[C:28](B(O)O)[CH:29]=[CH:30][C:31]=1[O:32][CH3:33], predict the reaction product. The product is: [CH3:20][O:19][C:17]1[C:16]([O:21][CH3:22])=[CH:15][C:14]2[N:10]([C:8]3[S:9][C:5]([C:3]([OH:2])=[O:4])=[C:6]([C:29]4[CH:28]=[CH:27][C:26]([O:25][CH3:24])=[C:31]([O:32][CH3:33])[CH:30]=4)[N:7]=3)[CH:11]=[N:12][C:13]=2[CH:18]=1. (10) Given the reactants [CH3:1][N:2]1[C:6]([N:7]2[CH2:11][CH2:10][CH2:9][CH2:8]2)=[N:5][C:4]([CH:12]=O)=[N:3]1.[Cl-].[CH3:15][C:16]1[N:21]2[N:22]=[C:23]([CH2:25][P+](C3C=CC=CC=3)(C3C=CC=CC=3)C3C=CC=CC=3)[N:24]=[C:20]2[C:19]([CH3:45])=[N:18][CH:17]=1, predict the reaction product. The product is: [CH3:15][C:16]1[N:21]2[N:22]=[C:23]([CH:25]=[CH:12][C:4]3[N:5]=[C:6]([N:7]4[CH2:11][CH2:10][CH2:9][CH2:8]4)[N:2]([CH3:1])[N:3]=3)[N:24]=[C:20]2[C:19]([CH3:45])=[N:18][CH:17]=1.